Dataset: Full USPTO retrosynthesis dataset with 1.9M reactions from patents (1976-2016). Task: Predict the reactants needed to synthesize the given product. Given the product [CH3:1][C:2]1[CH:3]=[C:4](/[CH:25]=[CH:26]/[C:27]#[N:28])[CH:5]=[C:6]([CH3:24])[C:7]=1[NH:8][C:9]1[CH:10]=[CH:11][N:12]=[C:13]([NH:15][C:16]2[CH:17]=[CH:18][C:19]([C:22]#[N:23])=[CH:20][CH:21]=2)[N:14]=1.[ClH:30], predict the reactants needed to synthesize it. The reactants are: [CH3:1][C:2]1[CH:3]=[C:4](/[CH:25]=[CH:26]/[C:27]#[N:28])[CH:5]=[C:6]([CH3:24])[C:7]=1[NH:8][C:9]1[CH:10]=[CH:11][N:12]=[C:13]([NH:15][C:16]2[CH:17]=[CH:18][C:19]([C:22]#[N:23])=[CH:20][CH:21]=2)[N:14]=1.C.[ClH:30].